From a dataset of NCI-60 drug combinations with 297,098 pairs across 59 cell lines. Regression. Given two drug SMILES strings and cell line genomic features, predict the synergy score measuring deviation from expected non-interaction effect. (1) Synergy scores: CSS=63.0, Synergy_ZIP=0.851, Synergy_Bliss=-0.410, Synergy_Loewe=4.00, Synergy_HSA=5.60. Cell line: HCT116. Drug 2: C1C(C(OC1N2C=NC(=NC2=O)N)CO)O. Drug 1: COC1=CC(=CC(=C1O)OC)C2C3C(COC3=O)C(C4=CC5=C(C=C24)OCO5)OC6C(C(C7C(O6)COC(O7)C8=CC=CS8)O)O. (2) Drug 1: CC12CCC3C(C1CCC2OP(=O)(O)O)CCC4=C3C=CC(=C4)OC(=O)N(CCCl)CCCl.[Na+]. Drug 2: CC1C(C(CC(O1)OC2CC(CC3=C2C(=C4C(=C3O)C(=O)C5=C(C4=O)C(=CC=C5)OC)O)(C(=O)CO)O)N)O.Cl. Cell line: A549. Synergy scores: CSS=51.3, Synergy_ZIP=13.0, Synergy_Bliss=12.0, Synergy_Loewe=3.05, Synergy_HSA=13.2.